From a dataset of Forward reaction prediction with 1.9M reactions from USPTO patents (1976-2016). Predict the product of the given reaction. Given the reactants [C:1]([O:4][C@@H:5]1[C@@H:11]([O:12][C:13](=[O:15])[CH3:14])[C@H:10]([O:16][C:17](=[O:19])[CH3:18])[C@@H:9]([CH2:20][O:21][C:22](=[O:24])[CH3:23])[S:8][CH:6]1[OH:7])(=[O:3])[CH3:2].[O:25]1[CH:30]=[CH:29][CH2:28][CH2:27][CH2:26]1.C(=O)(O)[O-].[Na+], predict the reaction product. The product is: [O:25]1[CH2:30][CH2:29][CH2:28][CH2:27][CH:26]1[C:6]1([S:8][C@H:9]([CH2:20][O:21][C:22](=[O:24])[CH3:23])[C@@H:10]([O:16][C:17](=[O:19])[CH3:18])[C@H:11]([O:12][C:13](=[O:15])[CH3:14])[C@H:5]1[O:4][C:1](=[O:3])[CH3:2])[OH:7].